Predict which catalyst facilitates the given reaction. From a dataset of Catalyst prediction with 721,799 reactions and 888 catalyst types from USPTO. (1) Reactant: [H-].[Na+].[CH3:3][O:4][C:5]([CH2:7]P(OC)(OC)=O)=[O:6].[C:14]([O:18][C:19]([N:21]1[CH2:26][CH2:25][C:24](=O)[CH2:23][CH2:22]1)=[O:20])([CH3:17])([CH3:16])[CH3:15]. Product: [CH3:3][O:4][C:5](=[O:6])[CH2:7][CH:24]1[CH2:25][CH2:26][N:21]([C:19]([O:18][C:14]([CH3:17])([CH3:16])[CH3:15])=[O:20])[CH2:22][CH2:23]1. The catalyst class is: 9. (2) Reactant: [CH3:1][O:2][N:3]([CH3:12])[C:4]([CH:6]1[CH2:11][CH2:10][NH:9][CH2:8][CH2:7]1)=[O:5].[CH2:13](Br)[C:14]1[CH:19]=[CH:18][CH:17]=[CH:16][CH:15]=1.C([O-])([O-])=O.[K+].[K+]. Product: [CH2:13]([N:9]1[CH2:8][CH2:7][CH:6]([C:4]([N:3]([O:2][CH3:1])[CH3:12])=[O:5])[CH2:11][CH2:10]1)[C:14]1[CH:19]=[CH:18][CH:17]=[CH:16][CH:15]=1. The catalyst class is: 21. (3) Reactant: [Br:1][C:2]1[CH:7]=[CH:6][C:5]([F:8])=[C:4](I)[CH:3]=1.C([Li])CCC.CCCCCC.[CH2:21]([O:24][CH2:25][C:26](N(OC)C)=[O:27])[CH:22]=[CH2:23]. Product: [CH2:21]([O:24][CH2:25][C:26]([C:4]1[CH:3]=[C:2]([Br:1])[CH:7]=[CH:6][C:5]=1[F:8])=[O:27])[CH:22]=[CH2:23]. The catalyst class is: 7. (4) Reactant: [Cl:1][C:2]1[CH:10]=[CH:9][C:5]([C:6]([OH:8])=O)=[C:4]([NH:11][S:12]([C:15]2[CH:20]=[CH:19][C:18]([Cl:21])=[C:17]([Cl:22])[CH:16]=2)(=[O:14])=[O:13])[CH:3]=1.[NH:23]1[CH2:28][CH2:27][O:26][CH2:25][CH2:24]1.C(N(CC)C(C)C)(C)C.CCCP1(OP(CCC)(=O)OP(CCC)(=O)O1)=O. Product: [Cl:22][C:17]1[CH:16]=[C:15]([S:12]([NH:11][C:4]2[CH:3]=[C:2]([Cl:1])[CH:10]=[CH:9][C:5]=2[C:6]([N:23]2[CH2:28][CH2:27][O:26][CH2:25][CH2:24]2)=[O:8])(=[O:14])=[O:13])[CH:20]=[CH:19][C:18]=1[Cl:21]. The catalyst class is: 2. (5) Reactant: [Cl:1][C:2]1[N:3]=[C:4](Cl)[C:5]2[NH:10][C:9]([C:11]3[CH:12]=[C:13]([CH3:17])[CH:14]=[CH:15][CH:16]=3)=[CH:8][C:6]=2[N:7]=1.Cl.[CH:20]1([C@H:24]([NH2:26])[CH3:25])[CH2:23][CH2:22][CH2:21]1.C(N(CC)C(C)C)(C)C. Product: [Cl:1][C:2]1[N:3]=[C:4]([NH:26][C@@H:24]([CH:20]2[CH2:23][CH2:22][CH2:21]2)[CH3:25])[C:5]2[NH:10][C:9]([C:11]3[CH:16]=[CH:15][CH:14]=[C:13]([CH3:17])[CH:12]=3)=[CH:8][C:6]=2[N:7]=1. The catalyst class is: 162.